This data is from Forward reaction prediction with 1.9M reactions from USPTO patents (1976-2016). The task is: Predict the product of the given reaction. The product is: [C:51]([O:55][C:56]([NH:58][C:59]([CH2:21][CH2:22][C:23]1[CH:24]=[C:25]2[C:48](=[CH:49][CH:50]=1)[C:29]1=[N:30][O:31][C:32]([C:33]3[C:37]([C:38]([F:40])([F:41])[F:39])=[C:36]([C:42]4[CH:43]=[CH:44][CH:45]=[CH:46][CH:47]=4)[O:35][N:34]=3)=[C:28]1[CH2:27][CH2:26]2)([C:60]([O:62][CH2:63][CH3:64])=[O:61])[C:65]([O:67][CH2:68][CH3:69])=[O:66])=[O:57])([CH3:54])([CH3:52])[CH3:53]. Given the reactants C1(C(=NC([CH2:21][CH2:22][C:23]2[CH:24]=[C:25]3[C:48](=[CH:49][CH:50]=2)[C:29]2=[N:30][O:31][C:32]([C:33]4[C:37]([C:38]([F:41])([F:40])[F:39])=[C:36]([C:42]5[CH:47]=[CH:46][CH:45]=[CH:44][CH:43]=5)[O:35][N:34]=4)=[C:28]2[CH2:27][CH2:26]3)C(OCC)=O)C2C=CC=CC=2)C=CC=CC=1.[C:51]([O:55][C:56]([NH:58][CH:59]([C:65]([O:67][CH2:68][CH3:69])=[O:66])[C:60]([O:62][CH2:63][CH3:64])=[O:61])=[O:57])([CH3:54])([CH3:53])[CH3:52], predict the reaction product.